This data is from Forward reaction prediction with 1.9M reactions from USPTO patents (1976-2016). The task is: Predict the product of the given reaction. (1) Given the reactants [CH3:1][C:2]([NH:7][C:8](=[O:14])[O:9][C:10]([CH3:13])([CH3:12])[CH3:11])([C:4](=[O:6])[CH3:5])[CH3:3].[BH4-].[Na+], predict the reaction product. The product is: [OH:6][CH:4]([CH3:5])[C:2]([NH:7][C:8](=[O:14])[O:9][C:10]([CH3:13])([CH3:12])[CH3:11])([CH3:1])[CH3:3]. (2) Given the reactants Br[CH2:2][CH2:3][O:4][C:5]1[CH:10]=[CH:9][C:8]([O:11][C:12]2[CH:17]=[CH:16][CH:15]=[CH:14][CH:13]=2)=[CH:7][CH:6]=1.C(=O)([O-])[O-].[K+].[K+].CN(C)C=O.[CH3:29][O:30][C:31](=[O:49])[C@H:32]([CH2:41][C:42]1[CH:47]=[CH:46][C:45]([OH:48])=[CH:44][CH:43]=1)[NH:33][C:34]([O:36][C:37]([CH3:40])([CH3:39])[CH3:38])=[O:35], predict the reaction product. The product is: [CH3:29][O:30][C:31](=[O:49])[C@@H:32]([NH:33][C:34]([O:36][C:37]([CH3:39])([CH3:38])[CH3:40])=[O:35])[CH2:41][C:42]1[CH:47]=[CH:46][C:45]([O:48][CH2:2][CH2:3][O:4][C:5]2[CH:10]=[CH:9][C:8]([O:11][C:12]3[CH:17]=[CH:16][CH:15]=[CH:14][CH:13]=3)=[CH:7][CH:6]=2)=[CH:44][CH:43]=1. (3) Given the reactants [CH2:1]([N:8]1[CH2:12][CH2:11][CH:10]([NH2:13])[CH2:9]1)[C:2]1[CH:7]=[CH:6][CH:5]=[CH:4][CH:3]=1.[C:14](#[N:17])[CH:15]=[CH2:16], predict the reaction product. The product is: [CH2:1]([N:8]1[CH2:12][CH2:11][CH:10]([NH:13][CH2:16][CH2:15][C:14]#[N:17])[CH2:9]1)[C:2]1[CH:3]=[CH:4][CH:5]=[CH:6][CH:7]=1. (4) Given the reactants [CH3:1][S:2]([N:5]1[CH2:10][CH2:9][CH2:8][C@H:7]([NH:11][C:12]2[C:17]([C:18]3[N:19]=[C:20]4[CH:26]=[CH:25][N:24](COCC[Si](C)(C)C)[C:21]4=[N:22][CH:23]=3)=[CH:16][N:15]=[C:14](S(C)(=O)=O)[N:13]=2)[CH2:6]1)(=[O:4])=[O:3].[N:39]1[CH:44]=[CH:43][C:42]([NH2:45])=[CH:41][CH:40]=1.CS(C)(=O)=O, predict the reaction product. The product is: [CH3:1][S:2]([N:5]1[CH2:10][CH2:9][CH2:8][C@H:7]([NH:11][C:12]2[C:17]([C:18]3[N:19]=[C:20]4[CH:26]=[CH:25][NH:24][C:21]4=[N:22][CH:23]=3)=[CH:16][N:15]=[C:14]([NH:45][C:42]3[CH:43]=[CH:44][N:39]=[CH:40][CH:41]=3)[N:13]=2)[CH2:6]1)(=[O:4])=[O:3]. (5) Given the reactants Br[C:2]1[C:7]([C:8]([O:10][CH3:11])=[O:9])=[CH:6][CH:5]=[C:4]([CH3:12])[N:3]=1.[CH2:13]([Sn](CCCC)(CCCC)C=C)[CH2:14]CC, predict the reaction product. The product is: [CH:13]([C:2]1[C:7]([C:8]([O:10][CH3:11])=[O:9])=[CH:6][CH:5]=[C:4]([CH3:12])[N:3]=1)=[CH2:14]. (6) Given the reactants [CH3:1][C:2]1([CH3:29])[C:18]2[CH:17]=[C:16]3[C:8]([C:9]4[CH:10]=[C:11]5[C:22]([CH3:24])([CH3:23])[CH2:21][CH2:20][C:19]([CH3:26])([CH3:25])[C:12]5=[CH:13][C:14]=4[CH2:15]3)=[CH:7][C:6]=2[C:5]([CH3:28])([CH3:27])[CH2:4][CH2:3]1.[Li]CCCC.[CH3:35][C:36]([CH3:42])=[C:37]1[CH:41]=[CH:40][CH:39]=[CH:38]1, predict the reaction product. The product is: [CH:37]1([C:36]([CH:20]2[CH2:21][C:22]([CH3:24])([CH3:23])[C:11]3[CH:10]=[C:9]4[C:14](=[CH:13][C:12]=3[C:19]2([CH3:26])[CH3:25])[CH2:15][C:16]2[CH:17]=[C:18]3[C:2]([CH3:29])([CH3:1])[CH2:3][CH2:4][C:5]([CH3:28])([CH3:27])[C:6]3=[CH:7][C:8]4=2)([CH3:42])[CH3:35])[CH:41]=[CH:40][CH:39]=[CH:38]1.